This data is from Catalyst prediction with 721,799 reactions and 888 catalyst types from USPTO. The task is: Predict which catalyst facilitates the given reaction. Reactant: C([NH:4][C@:5]1([C:22](NC(C)(C)C)=[O:23])[C@@H:9]([CH2:10][CH2:11][CH2:12][B:13]2[O:17]C(C)(C)C(C)(C)[O:14]2)[CH2:8][NH:7][CH2:6]1)(=O)C.S([O-])([O-])(=O)=O.[Na+].[Na+].[CH:36](=O)[C:37]1[CH:42]=[CH:41][CH:40]=[CH:39][CH:38]=1.C(O[BH-](OC(=O)C)OC(=O)C)(=[O:46])C.[Na+].C(=O)([O-])[O-].[Na+].[Na+]. Product: [NH2:4][C@:5]1([C:22]([OH:23])=[O:46])[C@@H:9]([CH2:10][CH2:11][CH2:12][B:13]([OH:14])[OH:17])[CH2:8][N:7]([CH2:36][C:37]2[CH:42]=[CH:41][CH:40]=[CH:39][CH:38]=2)[CH2:6]1. The catalyst class is: 478.